From a dataset of Full USPTO retrosynthesis dataset with 1.9M reactions from patents (1976-2016). Predict the reactants needed to synthesize the given product. (1) The reactants are: [Br:1][C:2]1[CH:3]=[C:4]2[C:10](=[CH:11][CH:12]=1)[C:8](=[O:9])O[C:6]([C:13]([OH:15])=[O:14])=[C:5]2[C:16]1[CH:21]=[CH:20][CH:19]=[CH:18][CH:17]=1.[CH2:22]([NH2:29])[C:23]1[CH:28]=[CH:27][CH:26]=[CH:25][CH:24]=1. Given the product [CH2:22]([N:29]1[C:6]([C:13]([OH:15])=[O:14])=[C:5]([C:16]2[CH:21]=[CH:20][CH:19]=[CH:18][CH:17]=2)[C:4]2[C:10](=[CH:11][CH:12]=[C:2]([Br:1])[CH:3]=2)[C:8]1=[O:9])[C:23]1[CH:28]=[CH:27][CH:26]=[CH:25][CH:24]=1, predict the reactants needed to synthesize it. (2) Given the product [CH:1]1[C:10]2[C:5](=[CH:6][CH:7]=[C:8]([O:11][CH2:13][C:14]([O:16][CH2:17][CH3:18])=[O:15])[CH:9]=2)[CH:4]=[CH:3][N:2]=1, predict the reactants needed to synthesize it. The reactants are: [CH:1]1[C:10]2[C:5](=[CH:6][CH:7]=[C:8]([OH:11])[CH:9]=2)[CH:4]=[CH:3][N:2]=1.Br[CH2:13][C:14]([O:16][CH2:17][CH3:18])=[O:15]. (3) Given the product [ClH:21].[Cl:21][CH2:17][C:8]1[C:9]([NH:14][CH2:15][CH3:16])=[N:10][C:11]2[C:6]([CH:7]=1)=[CH:5][C:4]([O:3][CH2:1][CH3:2])=[CH:13][CH:12]=2, predict the reactants needed to synthesize it. The reactants are: [CH2:1]([O:3][C:4]1[CH:5]=[C:6]2[C:11](=[CH:12][CH:13]=1)[N:10]=[C:9]([NH:14][CH2:15][CH3:16])[C:8]([CH2:17]O)=[CH:7]2)[CH3:2].O=S(Cl)[Cl:21]. (4) Given the product [CH2:30]([O:29][C:28]([N:27]([N:18]1[C:17](=[O:38])[C:16]2[C:21](=[CH:22][C:13]([NH:12][CH:6]3[CH2:11][CH2:10][CH2:9][CH2:8][CH2:7]3)=[C:14]([F:39])[CH:15]=2)[N:20]([CH:23]([CH3:25])[CH3:24])[C:19]1=[O:26])[CH2:47][CH2:48][CH2:49][CH2:50][C:51]([O:53][CH2:54][CH3:55])=[O:52])=[O:37])[C:31]1[CH:32]=[CH:33][CH:34]=[CH:35][CH:36]=1, predict the reactants needed to synthesize it. The reactants are: CN(C=O)C.[CH:6]1([NH:12][C:13]2[CH:22]=[C:21]3[C:16]([C:17](=[O:38])[N:18]([NH:27][C:28](=[O:37])[O:29][CH2:30][C:31]4[CH:36]=[CH:35][CH:34]=[CH:33][CH:32]=4)[C:19](=[O:26])[N:20]3[CH:23]([CH3:25])[CH3:24])=[CH:15][C:14]=2[F:39])[CH2:11][CH2:10][CH2:9][CH2:8][CH2:7]1.C(=O)([O-])[O-].[K+].[K+].Br[CH2:47][CH2:48][CH2:49][CH2:50][C:51]([O:53][CH2:54][CH3:55])=[O:52]. (5) Given the product [F:1][C:2]1[CH:3]=[CH:4][C:5]([C:8]2[O:9][CH2:10][CH:11]([CH2:13][OH:14])[N:12]=2)=[CH:6][CH:7]=1, predict the reactants needed to synthesize it. The reactants are: [F:1][C:2]1[CH:7]=[CH:6][C:5]([C:8]2[O:9][CH2:10][CH:11]([C:13](OC)=[O:14])[N:12]=2)=[CH:4][CH:3]=1.[Cl-].[Li+].[BH4-].[Na+]. (6) Given the product [ClH:1].[ClH:1].[Cl:1][C:2]1[CH:42]=[C:41]([Cl:43])[C:40]([O:44][CH3:45])=[CH:39][C:3]=1[NH:4][C:5]1[C:14]2[C:9](=[CH:10][C:11]([O:22][CH2:23][CH2:24][CH2:25][N:26]3[CH2:27][CH2:28][NH:29][CH2:30][CH2:31]3)=[CH:12][C:13]=2[O:15][CH:16]2[CH2:17][CH2:18][O:19][CH2:20][CH2:21]2)[N:8]=[CH:7][N:6]=1, predict the reactants needed to synthesize it. The reactants are: [Cl:1][C:2]1[CH:42]=[C:41]([Cl:43])[C:40]([O:44][CH3:45])=[CH:39][C:3]=1[NH:4][C:5]1[C:14]2[C:9](=[CH:10][C:11]([O:22][CH2:23][CH2:24][CH2:25][N:26]3[CH2:31][CH2:30][N:29](C(OC(C)(C)C)=O)[CH2:28][CH2:27]3)=[CH:12][C:13]=2[O:15][CH:16]2[CH2:21][CH2:20][O:19][CH2:18][CH2:17]2)[N:8]=[CH:7][N:6]=1.FC(F)(F)C(O)=O.